This data is from Full USPTO retrosynthesis dataset with 1.9M reactions from patents (1976-2016). The task is: Predict the reactants needed to synthesize the given product. (1) Given the product [NH2:1][C:2]1[N:6]([C@@H:7]2[CH2:12][CH2:11][CH2:10][N:9]([C:13]([O:15][C:16]([CH3:19])([CH3:18])[CH3:17])=[O:14])[CH2:8]2)[N:5]=[C:4]([C:20]2[CH:21]=[CH:22][C:23]([OH:26])=[CH:24][CH:25]=2)[C:3]=1[C:34](=[O:36])[NH2:35], predict the reactants needed to synthesize it. The reactants are: [NH2:1][C:2]1[N:6]([C@@H:7]2[CH2:12][CH2:11][CH2:10][N:9]([C:13]([O:15][C:16]([CH3:19])([CH3:18])[CH3:17])=[O:14])[CH2:8]2)[N:5]=[C:4]([C:20]2[CH:25]=[CH:24][C:23]([O:26]CC3C=CC=CC=3)=[CH:22][CH:21]=2)[C:3]=1[C:34](=[O:36])[NH2:35]. (2) Given the product [C:1]([OH:20])(=[O:19])[CH2:2][CH2:3][CH2:4][CH2:5][CH2:6][CH2:7][CH2:8]/[CH:9]=[CH:10]\[CH2:11]/[CH:12]=[CH:13]\[CH2:14][CH2:15][CH2:16][CH2:17][CH3:18], predict the reactants needed to synthesize it. The reactants are: [C:1]([OH:20])(=[O:19])[CH2:2][CH2:3][CH2:4][CH2:5][CH2:6][CH2:7][CH2:8]/[CH:9]=[CH:10]\[CH2:11]/[CH:12]=[CH:13]\[CH2:14][CH2:15][CH2:16][CH2:17][CH3:18].C(O)C.C1C(NC(NN)=S)=CC(C(O)=O)=C(C2C3C=CC(O)=CC=3OC3C=2C=CC(C=3)=O)C=1. (3) Given the product [F:17][C@H:15]1[CH2:14][N:13]([S:18]([C:21]2[CH:26]=[CH:25][C:24]([F:27])=[CH:23][CH:22]=2)(=[O:20])=[O:19])[C@H:12]([C:10]([NH:9][CH2:8][C:6]2[CH:5]=[CH:4][N:3]=[C:2]([C:34]3[C:29]([F:28])=[N:30][C:31]([C:38]([F:41])([F:40])[F:39])=[CH:32][CH:33]=3)[CH:7]=2)=[O:11])[CH2:16]1, predict the reactants needed to synthesize it. The reactants are: Br[C:2]1[CH:7]=[C:6]([CH2:8][NH:9][C:10]([C@@H:12]2[CH2:16][C@@H:15]([F:17])[CH2:14][N:13]2[S:18]([C:21]2[CH:26]=[CH:25][C:24]([F:27])=[CH:23][CH:22]=2)(=[O:20])=[O:19])=[O:11])[CH:5]=[CH:4][N:3]=1.[F:28][C:29]1[C:34](B(O)O)=[CH:33][CH:32]=[C:31]([C:38]([F:41])([F:40])[F:39])[N:30]=1.C([O-])([O-])=O.[Cs+].[Cs+]. (4) Given the product [CH3:37][O:42][C:40]([C:41]1[C:21]([O:24][CH2:25][C:26]2[CH:31]=[CH:30][CH:29]=[C:28]([C:32]#[N:33])[CH:27]=2)=[C:22]([CH3:23])[C:17]([CH2:16][N:7]([C:6]([O:5][C:1]([CH3:2])([CH3:4])[CH3:3])=[O:36])[C:8]2[CH:9]=[CH:10][C:11]([C:14]#[N:15])=[CH:12][CH:13]=2)=[CH:18][N:19]=1)=[O:43], predict the reactants needed to synthesize it. The reactants are: [C:1]([O:5][C:6](=[O:36])[N:7]([CH2:16][C:17]1[CH:18]=[N:19]C(C=O)=[C:21]([O:24][CH2:25][C:26]2[CH:31]=[CH:30][CH:29]=[C:28]([C:32]#[N:33])[CH:27]=2)[C:22]=1[CH3:23])[C:8]1[CH:13]=[CH:12][C:11]([C:14]#[N:15])=[CH:10][CH:9]=1)([CH3:4])([CH3:3])[CH3:2].[C-:37]#N.[Na+].[C:40]([OH:43])(=[O:42])[CH3:41]. (5) Given the product [CH3:12][N:7]1[CH2:6][C:5]2[C:9](=[CH:10][C:2]([C:14]3[S:13][CH:17]=[CH:16][CH:15]=3)=[CH:3][CH:4]=2)[C:8]1=[O:11], predict the reactants needed to synthesize it. The reactants are: Br[C:2]1[CH:10]=[C:9]2[C:5]([CH2:6][N:7]([CH3:12])[C:8]2=[O:11])=[CH:4][CH:3]=1.[S:13]1[CH:17]=[CH:16][CH:15]=[C:14]1B(O)O. (6) Given the product [C:9]([N:12]1[CH2:13][CH2:14][CH:15]([C:18](=[O:20])[CH2:2][C:1]#[N:3])[CH2:16][CH2:17]1)(=[O:11])[CH3:10], predict the reactants needed to synthesize it. The reactants are: [C:1](#[N:3])[CH3:2].[Li]CCCC.[C:9]([N:12]1[CH2:17][CH2:16][CH:15]([C:18]([O:20]CC)=O)[CH2:14][CH2:13]1)(=[O:11])[CH3:10].